This data is from Reaction yield outcomes from USPTO patents with 853,638 reactions. The task is: Predict the reaction yield, written as a fraction of the theoretical maximum amount of product (1.0 means a 100% yield; for example, 0.34 means a 34% yield). (1) The reactants are N[C:2]1[CH:3]=[C:4]([OH:11])[C:5](=[CH:9][CH:10]=1)[C:6]([OH:8])=[O:7].[BrH:12].N([O-])=O.[Na+].C(OCC)(=O)C. The catalyst is O. The product is [Br:12][C:2]1[CH:3]=[C:4]([OH:11])[C:5](=[CH:9][CH:10]=1)[C:6]([OH:8])=[O:7]. The yield is 0.730. (2) The reactants are [Li][CH2:2][CH2:3][CH2:4][CH3:5].O=C1[CH2:13][C@H:12]2[N:14]([C:15]([O:17][C:18]([CH3:21])([CH3:20])[CH3:19])=[O:16])[C@H]([CH2:10][CH2:11]2)C1. The catalyst is [Br-].C[P+](C1C=CC=CC=1)(C1C=CC=CC=1)C1C=CC=CC=1.C1COCC1. The product is [CH2:5]=[C:4]1[CH2:13][CH:12]2[N:14]([C:15]([O:17][C:18]([CH3:20])([CH3:19])[CH3:21])=[O:16])[CH:2]([CH2:10][CH2:11]2)[CH2:3]1. The yield is 0.270. (3) The reactants are C[O:2][C:3]([C:5]1[N:10]=[C:9]2[NH:11][C:12]([C:14]3[N:15]([CH3:27])[CH:16]=[C:17]([NH:19][C:20]([O:22][C:23]([CH3:26])([CH3:25])[CH3:24])=[O:21])[CH:18]=3)=[N:13][C:8]2=[CH:7][CH:6]=1)=[O:4].Cl. The catalyst is [OH-].[Na+].O.O1CCOCC1. The product is [C:23]([O:22][C:20]([NH:19][C:17]1[CH:18]=[C:14]([C:12]2[NH:11][C:9]3=[N:10][C:5]([C:3]([OH:4])=[O:2])=[CH:6][CH:7]=[C:8]3[N:13]=2)[N:15]([CH3:27])[CH:16]=1)=[O:21])([CH3:26])([CH3:24])[CH3:25]. The yield is 0.810. (4) The reactants are [Al](OS(C(F)(F)F)(=O)=O)(OS(C(F)(F)F)(=O)=O)OS(C(F)(F)F)(=O)=O.[NH2:26][CH2:27][C:28]1[CH:29]=[C:30]([CH:36]=[CH:37][CH:38]=1)[N:31]([CH2:34][CH3:35])[CH2:32][CH3:33].[O:39]1[CH2:41][C@@H:40]1[C@@H:42]([NH:50][C:51](=[O:57])[O:52][C:53]([CH3:56])([CH3:55])[CH3:54])[CH2:43][C:44]1[CH:49]=[CH:48][CH:47]=[CH:46][CH:45]=1. The catalyst is CCOC(C)=O.O. The product is [CH2:34]([N:31]([CH2:32][CH3:33])[C:30]1[CH:29]=[C:28]([CH:38]=[CH:37][CH:36]=1)[CH2:27][NH:26][CH2:41][C@@H:40]([OH:39])[C@@H:42]([NH:50][C:51](=[O:57])[O:52][C:53]([CH3:55])([CH3:54])[CH3:56])[CH2:43][C:44]1[CH:49]=[CH:48][CH:47]=[CH:46][CH:45]=1)[CH3:35]. The yield is 0.220. (5) The reactants are Br[C:2]1[CH:3]=[CH:4][C:5]([F:27])=[C:6]([CH2:8][CH2:9][N:10]2[CH2:15][CH2:14][N:13]([C:16]3[CH:25]=[CH:24][CH:23]=[C:22]4[C:17]=3[CH:18]=[CH:19][C:20]([CH3:26])=[N:21]4)[CH2:12][CH2:11]2)[CH:7]=1.[CH3:28][C:29]([CH3:34])([CH3:33])[C:30]([NH2:32])=[O:31]. No catalyst specified. The product is [F:27][C:5]1[CH:4]=[CH:3][C:2]([NH:32][C:30](=[O:31])[C:29]([CH3:34])([CH3:33])[CH3:28])=[CH:7][C:6]=1[CH2:8][CH2:9][N:10]1[CH2:15][CH2:14][N:13]([C:16]2[CH:25]=[CH:24][CH:23]=[C:22]3[C:17]=2[CH:18]=[CH:19][C:20]([CH3:26])=[N:21]3)[CH2:12][CH2:11]1. The yield is 0.520. (6) The reactants are [NH2:1][C:2]1[C:11]2[C:6](=[C:7](I)[CH:8]=[CH:9][CH:10]=2)[N:5]=[N:4][C:3]=1[C:13]([NH:15][CH2:16][CH2:17][CH3:18])=[O:14].[F:19][C:20]1[CH:25]=[CH:24][C:23](B(O)O)=[CH:22][CH:21]=1. No catalyst specified. The product is [NH2:1][C:2]1[C:11]2[C:6](=[C:7]([C:23]3[CH:24]=[CH:25][C:20]([F:19])=[CH:21][CH:22]=3)[CH:8]=[CH:9][CH:10]=2)[N:5]=[N:4][C:3]=1[C:13]([NH:15][CH2:16][CH2:17][CH3:18])=[O:14]. The yield is 0.470.